Dataset: Peptide-MHC class I binding affinity with 185,985 pairs from IEDB/IMGT. Task: Regression. Given a peptide amino acid sequence and an MHC pseudo amino acid sequence, predict their binding affinity value. This is MHC class I binding data. (1) The peptide sequence is PTAPSDGGM. The MHC is HLA-B58:01 with pseudo-sequence HLA-B58:01. The binding affinity (normalized) is 0.158. (2) The peptide sequence is EQLLSCCRF. The MHC is HLA-B27:05 with pseudo-sequence HLA-B27:05. The binding affinity (normalized) is 0.0939. (3) The peptide sequence is AENLWVTLY. The MHC is Mamu-A11 with pseudo-sequence Mamu-A11. The binding affinity (normalized) is 0.481. (4) The peptide sequence is AQPYDINQML. The MHC is Mamu-A01 with pseudo-sequence Mamu-A01. The binding affinity (normalized) is 0.292. (5) The peptide sequence is RGKLKRRAI. The MHC is HLA-B35:01 with pseudo-sequence HLA-B35:01. The binding affinity (normalized) is 0. (6) The peptide sequence is DENQMIHAY. The MHC is HLA-B45:01 with pseudo-sequence HLA-B45:01. The binding affinity (normalized) is 0. (7) The peptide sequence is MRMAWGGSYI. The MHC is Mamu-B17 with pseudo-sequence Mamu-B17. The binding affinity (normalized) is 0.755. (8) The peptide sequence is DFISMYFPW. The MHC is HLA-B39:01 with pseudo-sequence HLA-B39:01. The binding affinity (normalized) is 0.0847. (9) The peptide sequence is MSRDWFMLM. The MHC is SLA-10401 with pseudo-sequence SLA-10401. The binding affinity (normalized) is 0.119.